This data is from Peptide-MHC class II binding affinity with 134,281 pairs from IEDB. The task is: Regression. Given a peptide amino acid sequence and an MHC pseudo amino acid sequence, predict their binding affinity value. This is MHC class II binding data. (1) The MHC is DRB1_1501 with pseudo-sequence DRB1_1501. The binding affinity (normalized) is 0.550. The peptide sequence is ASEGAVDIINRWQVV. (2) The peptide sequence is MLRKKQITVLDLHPGAGK. The MHC is DRB1_1101 with pseudo-sequence DRB1_1101. The binding affinity (normalized) is 0.520. (3) The peptide sequence is EEPDDIDCWCYGVEN. The MHC is DRB1_0901 with pseudo-sequence DRB1_0901. The binding affinity (normalized) is 0.305. (4) The peptide sequence is NYLALLVKFVAGDGD. The MHC is DRB3_0101 with pseudo-sequence DRB3_0101. The binding affinity (normalized) is 0.191. (5) The peptide sequence is DVKFPGIGQIVGGVY. The MHC is HLA-DQA10501-DQB10301 with pseudo-sequence HLA-DQA10501-DQB10301. The binding affinity (normalized) is 0.538. (6) The peptide sequence is YHLLCLERDLQRLIG. The MHC is DRB1_0701 with pseudo-sequence DRB1_0701. The binding affinity (normalized) is 0. (7) The peptide sequence is GELQIVDKIDAMFKI. The MHC is DRB4_0101 with pseudo-sequence DRB4_0103. The binding affinity (normalized) is 0.587.